This data is from Peptide-MHC class I binding affinity with 185,985 pairs from IEDB/IMGT. The task is: Regression. Given a peptide amino acid sequence and an MHC pseudo amino acid sequence, predict their binding affinity value. This is MHC class I binding data. (1) The peptide sequence is SLYFGGICV. The MHC is HLA-A02:01 with pseudo-sequence HLA-A02:01. The binding affinity (normalized) is 0.782. (2) The peptide sequence is TPIAYRNVL. The MHC is HLA-A30:01 with pseudo-sequence HLA-A30:01. The binding affinity (normalized) is 0. (3) The peptide sequence is LSAEELMSL. The MHC is HLA-A02:03 with pseudo-sequence HLA-A02:03. The binding affinity (normalized) is 0.394. (4) The peptide sequence is SQLAKRFSR. The MHC is HLA-A31:01 with pseudo-sequence HLA-A31:01. The binding affinity (normalized) is 0.932. (5) The binding affinity (normalized) is 0.559. The MHC is HLA-A02:06 with pseudo-sequence HLA-A02:06. The peptide sequence is MMLPATLAF. (6) The peptide sequence is FPNITLKII. The MHC is HLA-B07:02 with pseudo-sequence HLA-B07:02. The binding affinity (normalized) is 0.291. (7) The peptide sequence is KTEHCDDFM. The MHC is HLA-A31:01 with pseudo-sequence HLA-A31:01. The binding affinity (normalized) is 0.426. (8) The peptide sequence is FSILNRKAI. The MHC is HLA-B07:02 with pseudo-sequence HLA-B07:02. The binding affinity (normalized) is 0.00674. (9) The peptide sequence is IPAHPLRML. The MHC is HLA-A02:06 with pseudo-sequence HLA-A02:06. The binding affinity (normalized) is 0.0847.